From a dataset of Catalyst prediction with 721,799 reactions and 888 catalyst types from USPTO. Predict which catalyst facilitates the given reaction. (1) Reactant: [Cl:1][C:2]([Cl:14])=[C:3]([C:7]1[CH:12]=[CH:11][C:10]([Cl:13])=[CH:9][CH:8]=1)[C:4](Cl)=[O:5].[CH2:15]([NH2:27])[CH2:16][C:17]1[CH:26]=[CH:25][C:22]([O:23][CH3:24])=[C:19]([O:20][CH3:21])[CH:18]=1.C(N(CC)CC)C. Product: [Cl:1][C:2]([Cl:14])=[C:3]([C:7]1[CH:12]=[CH:11][C:10]([Cl:13])=[CH:9][CH:8]=1)[C:4]([NH:27][CH2:15][CH2:16][C:17]1[CH:26]=[CH:25][C:22]([O:23][CH3:24])=[C:19]([O:20][CH3:21])[CH:18]=1)=[O:5]. The catalyst class is: 2. (2) Reactant: [Br:1][C:2]1[CH:3]=[C:4]2[C:9](=[CH:10][CH:11]=1)[N:8]=[CH:7][CH:6]=[C:5]2[S:12][C:13]1([C:16]([O:18]CC)=[O:17])[CH2:15][CH2:14]1.O1CCCC1.O.[OH-].[Li+].Cl. Product: [Br:1][C:2]1[CH:3]=[C:4]2[C:9](=[CH:10][CH:11]=1)[N:8]=[CH:7][CH:6]=[C:5]2[S:12][C:13]1([C:16]([OH:18])=[O:17])[CH2:15][CH2:14]1. The catalyst class is: 97. (3) Reactant: [Cl:1][C:2]1[CH:3]=[C:4]2[C:9](=[CH:10][CH:11]=1)[C:8]([OH:12])=[N:7][CH:6]=[CH:5]2.[Cl:13]N1C(=O)CCC1=O. Product: [Cl:13][C:5]1[C:4]2[C:9](=[CH:10][CH:11]=[C:2]([Cl:1])[CH:3]=2)[C:8]([OH:12])=[N:7][CH:6]=1. The catalyst class is: 10. (4) Reactant: [CH3:1][Mg+].[Br-].CON(C)[C:7]([C:9]1[CH:14]=[CH:13][C:12]([CH2:15][CH2:16][CH2:17][CH3:18])=[CH:11][N:10]=1)=[O:8]. Product: [CH2:15]([C:12]1[CH:13]=[CH:14][C:9]([C:7](=[O:8])[CH3:1])=[N:10][CH:11]=1)[CH2:16][CH2:17][CH3:18]. The catalyst class is: 1. (5) Reactant: [CH3:1][C:2]1[CH:7]=[C:6]([NH:8][C:9]([C:22]2[CH:27]=[CH:26][CH:25]=[CH:24][CH:23]=2)([C:16]2[CH:21]=[CH:20][CH:19]=[CH:18][CH:17]=2)[C:10]2[CH:15]=[CH:14][CH:13]=[CH:12][CH:11]=2)[N:5]=[C:4]([CH2:28][CH2:29][C:30](O)=[O:31])[CH:3]=1.[NH2:33][C:34]1[C:39]([NH2:40])=[CH:38][C:37]([I:41])=[CH:36][N:35]=1.C(N(C(C)C)CC)(C)C. Product: [NH2:33][C:34]1[C:39]([NH:40][C:30](=[O:31])[CH2:29][CH2:28][C:4]2[CH:3]=[C:2]([CH3:1])[CH:7]=[C:6]([NH:8][C:9]([C:16]3[CH:17]=[CH:18][CH:19]=[CH:20][CH:21]=3)([C:10]3[CH:11]=[CH:12][CH:13]=[CH:14][CH:15]=3)[C:22]3[CH:23]=[CH:24][CH:25]=[CH:26][CH:27]=3)[N:5]=2)=[CH:38][C:37]([I:41])=[CH:36][N:35]=1. The catalyst class is: 17. (6) Reactant: [CH2:1]([N:3]1[CH2:8][CH2:7][NH:6][CH2:5][CH2:4]1)[CH3:2].Br[CH2:10][C:11]1[CH:33]=[CH:32][C:14]([CH2:15][C:16]2[N:26]([CH2:27][C:28]([CH3:31])([CH3:30])[CH3:29])[C:19]3[N:20]=[C:21]([C:24]#[N:25])[N:22]=[CH:23][C:18]=3[CH:17]=2)=[CH:13][CH:12]=1.C(Cl)Cl.CO. Product: [CH3:29][C:28]([CH3:30])([CH3:31])[CH2:27][N:26]1[C:19]2[N:20]=[C:21]([C:24]#[N:25])[N:22]=[CH:23][C:18]=2[CH:17]=[C:16]1[CH2:15][C:14]1[CH:13]=[CH:12][C:11]([CH2:10][N:6]2[CH2:7][CH2:8][N:3]([CH2:1][CH3:2])[CH2:4][CH2:5]2)=[CH:33][CH:32]=1. The catalyst class is: 31. (7) Reactant: [CH3:1][O:2][CH2:3][CH2:4][OH:5].[H-].[Na+].[Br:8][C:9]1[CH:14]=[CH:13][N:12]=[C:11](Cl)[CH:10]=1.O. Product: [Br:8][C:9]1[CH:14]=[CH:13][N:12]=[C:11]([O:5][CH2:4][CH2:3][O:2][CH3:1])[CH:10]=1. The catalyst class is: 1. (8) Reactant: [F:1][C:2]1[CH:7]=[C:6]([O:8][CH2:9][O:10][CH3:11])[CH:5]=[CH:4][C:3]=1[N+:12]([O-])=O.[H][H]. Product: [F:1][C:2]1[CH:7]=[C:6]([O:8][CH2:9][O:10][CH3:11])[CH:5]=[CH:4][C:3]=1[NH2:12]. The catalyst class is: 349.